Dataset: Forward reaction prediction with 1.9M reactions from USPTO patents (1976-2016). Task: Predict the product of the given reaction. (1) The product is: [OH:27][CH2:26][C:25]1[CH:28]=[CH:29][C:22]([C:7]2[CH:6]=[C:5]([CH2:1][CH:2]([CH3:4])[CH3:3])[S:9][C:8]=2[S:10]([NH:13][C:14]([CH3:17])([CH3:16])[CH3:15])(=[O:12])=[O:11])=[CH:23][CH:24]=1. Given the reactants [CH2:1]([C:5]1[S:9][C:8]([S:10]([NH:13][C:14]([CH3:17])([CH3:16])[CH3:15])(=[O:12])=[O:11])=[C:7](B(O)O)[CH:6]=1)[CH:2]([CH3:4])[CH3:3].Br[C:22]1[CH:29]=[CH:28][C:25]([CH2:26][OH:27])=[CH:24][CH:23]=1.C1(C)C=CC=CC=1.[OH-].[Na+], predict the reaction product. (2) Given the reactants [S:1]1[C:5]2[CH:6]=[CH:7][CH:8]=[CH:9][C:4]=2[N:3]=[C:2]1[C:10]1[CH:19]=[C:18]2[C:13]([N:14]=[CH:15][CH:16]=[N:17]2)=[C:12]([C:20]([NH:22][CH2:23][C:24]([O:26]CC)=[O:25])=[O:21])[C:11]=1[OH:29].[OH-].[Na+], predict the reaction product. The product is: [S:1]1[C:5]2[CH:6]=[CH:7][CH:8]=[CH:9][C:4]=2[N:3]=[C:2]1[C:10]1[CH:19]=[C:18]2[C:13]([N:14]=[CH:15][CH:16]=[N:17]2)=[C:12]([C:20]([NH:22][CH2:23][C:24]([OH:26])=[O:25])=[O:21])[C:11]=1[OH:29]. (3) Given the reactants [F:1][C:2]1[CH:3]=[CH:4][C:5]([CH3:32])=[C:6]([CH:31]=1)[O:7][CH2:8][C:9]1[C:18]([C:19]2[CH:24]=[CH:23][C:22]([OH:25])=[CH:21][C:20]=2[O:26][CH3:27])=[CH:17][CH:16]=[C:15]2[C:10]=1[C:11]([CH3:30])=[CH:12][C:13]([CH3:29])([CH3:28])[NH:14]2.[CH3:33][S:34](Cl)(=[O:36])=[O:35].C(N(CC)CC)C, predict the reaction product. The product is: [F:1][C:2]1[CH:3]=[CH:4][C:5]([CH3:32])=[C:6]([CH:31]=1)[O:7][CH2:8][C:9]1[C:18]([C:19]2[CH:24]=[CH:23][C:22]([O:25][S:34]([CH3:33])(=[O:36])=[O:35])=[CH:21][C:20]=2[O:26][CH3:27])=[CH:17][CH:16]=[C:15]2[C:10]=1[C:11]([CH3:30])=[CH:12][C:13]([CH3:28])([CH3:29])[NH:14]2. (4) The product is: [OH:8][C:9]1[C:13]([OH:14])=[C:12]([C:22]#[N:23])[N:11]([C:24]2[CH:25]=[CH:26][C:27]([O:30][CH3:31])=[CH:28][CH:29]=2)[C:10]=1[C:32]#[N:33]. Given the reactants C([O:8][C:9]1[C:13]([O:14]CC2C=CC=CC=2)=[C:12]([C:22]#[N:23])[N:11]([C:24]2[CH:29]=[CH:28][C:27]([O:30][CH3:31])=[CH:26][CH:25]=2)[C:10]=1[C:32]#[N:33])C1C=CC=CC=1, predict the reaction product. (5) The product is: [C:1]([O:5][C:6]([N:7]1[CH2:8][CH2:9][O:13][CH:12]([C:14]2[CH:19]=[CH:18][C:17]([Br:20])=[C:16]([F:21])[CH:15]=2)[CH2:11]1)=[O:22])([CH3:4])([CH3:3])[CH3:2]. Given the reactants [C:1]([O:5][C:6](=[O:22])[N:7]([CH2:11][CH:12]([C:14]1[CH:19]=[CH:18][C:17]([Br:20])=[C:16]([F:21])[CH:15]=1)[OH:13])[CH2:8][CH2:9]O)([CH3:4])([CH3:3])[CH3:2].C(N(CC)CC)C.CS(Cl)(=O)=O, predict the reaction product.